From a dataset of Catalyst prediction with 721,799 reactions and 888 catalyst types from USPTO. Predict which catalyst facilitates the given reaction. (1) Reactant: FC1C=CC(CC[C:8]2[CH:17]=[CH:16][C:15](C(OCCC3N(C)C=NC=3)C3SC=CN=3)=[CH:14][C:9]=2[C:10]([O:12]C)=[O:11])=CC=1.[OH-].[Na+]. The catalyst class is: 24. Product: [C:10]([OH:12])(=[O:11])[C:9]1[CH:14]=[CH:15][CH:16]=[CH:17][CH:8]=1. (2) Reactant: [CH3:1][CH:2]1[CH2:6][C:5]2=[C:7]([C:14]([O:16][CH3:17])=[O:15])[CH:8]=[CH:9][C:10]([N+:11]([O-])=O)=[C:4]2[O:3]1.[H][H]. Product: [NH2:11][C:10]1[CH:9]=[CH:8][C:7]([C:14]([O:16][CH3:17])=[O:15])=[C:5]2[C:4]=1[O:3][CH:2]([CH3:1])[CH2:6]2. The catalyst class is: 19. (3) Product: [CH:1]([C:4]1[CH:9]=[CH:8][C:7]([C:10]2[C:19]3[C:14](=[CH:15][CH:16]=[C:17]([O:20][CH2:21][C:22]#[CH:23])[CH:18]=3)[N:13]=[C:12]([C:24]3[S:28][C:29]4[CH:34]=[CH:33][C:32]([C:35]([F:36])([F:37])[F:38])=[CH:31][C:30]=4[N:39]=3)[N:11]=2)=[CH:6][CH:5]=1)([CH3:3])[CH3:2]. Reactant: [CH:1]([C:4]1[CH:9]=[CH:8][C:7]([C:10]2[C:19]3[C:14](=[CH:15][CH:16]=[C:17]([O:20][CH2:21][C:22]#[CH:23])[CH:18]=3)[N:13]=[C:12]([C:24](O)=O)[N:11]=2)=[CH:6][CH:5]=1)([CH3:3])[CH3:2].[Cl-].[SH:28][C:29]1[CH:34]=[CH:33][C:32]([C:35]([F:38])([F:37])[F:36])=[CH:31][C:30]=1[NH3+:39].F[P-](F)(F)(F)(F)F.N1(O[P+](N(C)C)(N(C)C)N(C)C)C2C=CC=CC=2N=N1.C(N(C(C)C)C(C)C)C.[OH-].[Na+]. The catalyst class is: 1. (4) Reactant: [OH:1][C:2]1[CH:3]=[C:4]2[C:9](=[CH:10][CH:11]=1)[C:8]([C:12]([O:14][CH3:15])=[O:13])=[CH:7][CH:6]=[C:5]2I.[CH3:17][Sn](C)(C)C. Product: [OH:1][C:2]1[CH:3]=[C:4]2[C:9](=[CH:10][CH:11]=1)[C:8]([C:12]([O:14][CH3:15])=[O:13])=[CH:7][CH:6]=[C:5]2[CH3:17]. The catalyst class is: 206. (5) Reactant: [O:1]=[C:2]1[CH2:7][CH2:6][CH:5]([C:8]([O:10][CH2:11][CH3:12])=[O:9])[CH2:4][CH2:3]1.[BH4-].[Na+]. Product: [OH:1][CH:2]1[CH2:3][CH2:4][CH:5]([C:8]([O:10][CH2:11][CH3:12])=[O:9])[CH2:6][CH2:7]1. The catalyst class is: 5.